Dataset: Full USPTO retrosynthesis dataset with 1.9M reactions from patents (1976-2016). Task: Predict the reactants needed to synthesize the given product. (1) Given the product [Cl:1][C:2]1[CH:3]=[C:4]2[C:10]([C:16](=[O:22])[C:17]([O:19][CH2:20][CH3:21])=[O:18])=[CH:9][NH:8][C:5]2=[N:6][CH:7]=1, predict the reactants needed to synthesize it. The reactants are: [Cl:1][C:2]1[CH:3]=[C:4]2[CH:10]=[CH:9][NH:8][C:5]2=[N:6][CH:7]=1.[Al+3].[Cl-].[Cl-].[Cl-].Cl[C:16](=[O:22])[C:17]([O:19][CH2:20][CH3:21])=[O:18].CCO. (2) Given the product [C:1]([C:4]1[CH:5]=[CH:6][C:7]([N:14]([CH3:26])[CH:15]2[CH2:18][N:17]([C:19]([O:21][C:22]([CH3:25])([CH3:24])[CH3:23])=[O:20])[CH2:16]2)=[C:8]2[C:12]=1[NH:11][C:10]([C:34]1[CH:35]=[CH:36][C:37]([CH2:40][N:41]3[CH2:46][CH2:45][O:44][CH2:43][CH2:42]3)=[CH:38][N:39]=1)=[CH:9]2)(=[O:3])[NH2:2], predict the reactants needed to synthesize it. The reactants are: [C:1]([C:4]1[CH:5]=[CH:6][C:7]([N:14]([CH3:26])[CH:15]2[CH2:18][N:17]([C:19]([O:21][C:22]([CH3:25])([CH3:24])[CH3:23])=[O:20])[CH2:16]2)=[C:8]2[C:12]=1[NH:11][C:10](I)=[CH:9]2)(=[O:3])[NH2:2].[Li+].[Cl-].C([Sn](CCCC)(CCCC)[C:34]1[N:39]=[CH:38][C:37]([CH2:40][N:41]2[CH2:46][CH2:45][O:44][CH2:43][CH2:42]2)=[CH:36][CH:35]=1)CCC.